Dataset: Forward reaction prediction with 1.9M reactions from USPTO patents (1976-2016). Task: Predict the product of the given reaction. (1) Given the reactants [CH2:1]([O:8][C:9]([NH:11][CH2:12][CH2:13][C@@H:14]([C:23]([NH:25][C:26]1[CH:31]=[CH:30][C:29]([CH:32]([C:64]2[CH:69]=[CH:68][C:67]([NH:70][C:71](=[O:94])[C@H:72]([CH2:81][CH2:82][NH:83][C:84]([O:86][CH2:87][C:88]3[CH:93]=[CH:92][CH:91]=[CH:90][CH:89]=3)=[O:85])[NH:73]C(OC(C)(C)C)=O)=[CH:66][CH:65]=2)[C:33]2[CH:38]=[CH:37][C:36]([NH:39][C:40](=[O:63])[C@H:41]([CH2:50][CH2:51][NH:52][C:53]([O:55][CH2:56][C:57]3[CH:62]=[CH:61][CH:60]=[CH:59][CH:58]=3)=[O:54])[NH:42]C(OC(C)(C)C)=O)=[CH:35][CH:34]=2)=[CH:28][CH:27]=1)=[O:24])[NH:15]C(OC(C)(C)C)=O)=[O:10])[C:2]1[CH:7]=[CH:6][CH:5]=[CH:4][CH:3]=1.[ClH:95].O1CCOCC1, predict the reaction product. The product is: [ClH:95].[CH2:1]([O:8][C:9]([NH:11][CH2:12][CH2:13][C@@H:14]([C:23]([NH:25][C:26]1[CH:27]=[CH:28][C:29]([CH:32]([C:64]2[CH:69]=[CH:68][C:67]([NH:70][C:71](=[O:94])[C@H:72]([CH2:81][CH2:82][NH:83][C:84]([O:86][CH2:87][C:88]3[CH:89]=[CH:90][CH:91]=[CH:92][CH:93]=3)=[O:85])[NH2:73])=[CH:66][CH:65]=2)[C:33]2[CH:38]=[CH:37][C:36]([NH:39][C:40](=[O:63])[C@H:41]([CH2:50][CH2:51][NH:52][C:53]([O:55][CH2:56][C:57]3[CH:62]=[CH:61][CH:60]=[CH:59][CH:58]=3)=[O:54])[NH2:42])=[CH:35][CH:34]=2)=[CH:30][CH:31]=1)=[O:24])[NH2:15])=[O:10])[C:2]1[CH:7]=[CH:6][CH:5]=[CH:4][CH:3]=1. (2) Given the reactants C([O:8][C:9]1[CH:35]=[CH:34][C:12]([C:13]([N:15]=[C:16]([NH:23][C:24]2[C:32]3[C:27](=[CH:28][C:29]([F:33])=[CH:30][CH:31]=3)[NH:26][N:25]=2)[NH:17][C@@H:18]([CH3:22])[CH2:19][O:20][CH3:21])=[O:14])=[CH:11][CH:10]=1)C1C=CC=CC=1.C([O-])=O.[NH4+], predict the reaction product. The product is: [F:33][C:29]1[CH:28]=[C:27]2[C:32]([C:24]([NH:23][C:16]([NH:17][C@@H:18]([CH3:22])[CH2:19][O:20][CH3:21])=[N:15][C:13](=[O:14])[C:12]3[CH:11]=[CH:10][C:9]([OH:8])=[CH:35][CH:34]=3)=[N:25][NH:26]2)=[CH:31][CH:30]=1. (3) Given the reactants CN(C)C=O.[CH2:6]([O:13][C:14]1[CH:21]=[CH:20][C:17]([CH:18]=O)=[C:16]([OH:22])[CH:15]=1)[C:7]1[CH:12]=[CH:11][CH:10]=[CH:9][CH:8]=1.Br[CH2:24][C:25]([O:27][CH2:28][CH3:29])=[O:26].C(=O)([O-])[O-].[K+].[K+], predict the reaction product. The product is: [CH2:28]([O:27][C:25]([C:24]1[O:22][C:16]2[CH:15]=[C:14]([O:13][CH2:6][C:7]3[CH:12]=[CH:11][CH:10]=[CH:9][CH:8]=3)[CH:21]=[CH:20][C:17]=2[CH:18]=1)=[O:26])[CH3:29].